Predict the product of the given reaction. From a dataset of Forward reaction prediction with 1.9M reactions from USPTO patents (1976-2016). (1) Given the reactants [P:1]([O-:5])([O-:4])([O-:3])=[O:2].C(N([CH2:11][CH3:12])CC)C.Cl[CH2:14][O:15][C:16]1[C:21]([CH:22]([CH3:24])[CH3:23])=[CH:20][CH:19]=[CH:18][C:17]=1[CH:25]([CH:27]1[CH2:29][CH2:28]1)[CH3:26].[C:30](#N)[CH3:31], predict the reaction product. The product is: [P:1]([O:5][CH2:11][CH3:12])([O:4][CH2:30][CH3:31])([O:3][CH2:14][O:15][C:16]1[C:21]([CH:22]([CH3:24])[CH3:23])=[CH:20][CH:19]=[CH:18][C:17]=1[CH:25]([CH:27]1[CH2:29][CH2:28]1)[CH3:26])=[O:2]. (2) Given the reactants [Br:1][C:2]1[CH:3]=[N:4][CH:5]=[C:6]([CH:9]=1)[CH:7]=O.[CH2:10]([S:12]([NH2:15])(=[O:14])=[O:13])[CH3:11].[CH:16]1([Mg]Br)[CH2:20][CH2:19][CH2:18][CH2:17]1, predict the reaction product. The product is: [Br:1][C:2]1[CH:9]=[C:6]([CH:7]([CH:16]2[CH2:20][CH2:19][CH2:18][CH2:17]2)[NH:15][S:12]([CH2:10][CH3:11])(=[O:14])=[O:13])[CH:5]=[N:4][CH:3]=1. (3) Given the reactants [F:1][C:2]1[CH:3]=[C:4]([CH:7]=[C:8]([F:10])[CH:9]=1)[CH:5]=O.[NH3:11].C[Si]([C:16]#[N:17])(C)C.CCCCCC.CCOC(C)=O, predict the reaction product. The product is: [NH2:11][CH:5]([C:4]1[CH:3]=[C:2]([F:1])[CH:9]=[C:8]([F:10])[CH:7]=1)[C:16]#[N:17]. (4) The product is: [F:24][C:25]1[CH:26]=[C:27]([C@@H:32]([C:36]2[CH:41]=[CH:40][C:39]([S:42]([CH3:45])(=[O:44])=[O:43])=[CH:38][CH:37]=2)[CH2:33][CH2:34][N:21]2[CH2:22][CH2:23][CH:18]([CH2:17][CH2:16][S:13]([C:10]3[CH:11]=[CH:12][C:7]([C:4]4[N:5]=[N:6][N:2]([CH3:1])[N:3]=4)=[CH:8][CH:9]=3)(=[O:15])=[O:14])[CH2:19][CH2:20]2)[CH:28]=[C:29]([F:31])[CH:30]=1. Given the reactants [CH3:1][N:2]1[N:6]=[N:5][C:4]([C:7]2[CH:12]=[CH:11][C:10]([S:13]([CH2:16][CH2:17][CH:18]3[CH2:23][CH2:22][NH:21][CH2:20][CH2:19]3)(=[O:15])=[O:14])=[CH:9][CH:8]=2)=[N:3]1.[F:24][C:25]1[CH:26]=[C:27]([C@@H:32]([C:36]2[CH:41]=[CH:40][C:39]([S:42]([CH3:45])(=[O:44])=[O:43])=[CH:38][CH:37]=2)[CH2:33][CH:34]=O)[CH:28]=[C:29]([F:31])[CH:30]=1.C(O[BH-](OC(=O)C)OC(=O)C)(=O)C, predict the reaction product. (5) Given the reactants [NH2:1][CH2:2][C@@H:3]1[O:8][C:7]2[N:9]=[CH:10][C:11]([NH2:13])=[CH:12][C:6]=2[N:5]([S:14]([C:17]2[CH:18]=[C:19]([CH3:23])[CH:20]=[CH:21][CH:22]=2)(=[O:16])=[O:15])[CH2:4]1.[C:24](OC(=O)C)(=[O:26])[CH3:25], predict the reaction product. The product is: [NH2:13][C:11]1[CH:10]=[N:9][C:7]2[O:8][C@@H:3]([CH2:2][NH:1][C:24](=[O:26])[CH3:25])[CH2:4][N:5]([S:14]([C:17]3[CH:18]=[C:19]([CH3:23])[CH:20]=[CH:21][CH:22]=3)(=[O:15])=[O:16])[C:6]=2[CH:12]=1. (6) Given the reactants [OH:1][CH2:2][CH2:3][CH2:4][CH2:5][C:6]1[CH:11]=[CH:10][C:9]([C:12]2[N:13]=[C:14]3[CH:19]=[C:18]([CH3:20])[CH:17]=[CH:16][N:15]3[CH:21]=2)=[CH:8][CH:7]=1.C(N(CC)CC)C.[CH3:29][S:30](Cl)(=[O:32])=[O:31], predict the reaction product. The product is: [CH3:29][S:30]([O:1][CH2:2][CH2:3][CH2:4][CH2:5][C:6]1[CH:7]=[CH:8][C:9]([C:12]2[N:13]=[C:14]3[CH:19]=[C:18]([CH3:20])[CH:17]=[CH:16][N:15]3[CH:21]=2)=[CH:10][CH:11]=1)(=[O:32])=[O:31]. (7) Given the reactants [C:1]1([C:7](=O)[C:8](=O)[CH2:9][C:10]2[CH:15]=[CH:14][CH:13]=[CH:12][CH:11]=2)[CH:6]=[CH:5][CH:4]=[CH:3][CH:2]=1.Cl.[Br:19][C:20]1[CH:25]=[CH:24][C:23]([NH:26][NH2:27])=[CH:22][CH:21]=1.C[O-].[Na+], predict the reaction product. The product is: [Br:19][C:20]1[CH:25]=[CH:24][C:23]([N:26]2[C:7]([C:1]3[CH:6]=[CH:5][CH:4]=[CH:3][CH:2]=3)=[CH:8][C:9]([C:10]3[CH:15]=[CH:14][CH:13]=[CH:12][CH:11]=3)=[N:27]2)=[CH:22][CH:21]=1. (8) Given the reactants [Cl:1][C:2]1[CH:7]=[CH:6][CH:5]=[CH:4][C:3]=1[NH:8][C:9]([C:11]1[CH:15]=[CH:14][NH:13][N:12]=1)=[O:10].[C:16]([C:20]1[CH:25]=[CH:24][C:23]([S:26](Cl)(=[O:28])=[O:27])=[CH:22][CH:21]=1)([CH3:19])([CH3:18])[CH3:17], predict the reaction product. The product is: [Cl:1][C:2]1[CH:7]=[CH:6][CH:5]=[CH:4][C:3]=1[NH:8][C:9]([C:11]1[CH:15]=[CH:14][N:13]([S:26]([C:23]2[CH:24]=[CH:25][C:20]([C:16]([CH3:19])([CH3:18])[CH3:17])=[CH:21][CH:22]=2)(=[O:28])=[O:27])[N:12]=1)=[O:10].